From a dataset of Forward reaction prediction with 1.9M reactions from USPTO patents (1976-2016). Predict the product of the given reaction. (1) Given the reactants C[O:2][C:3]([C@@H:5]1[CH2:7][C@H:6]1[C:8]1[CH:13]=[CH:12][CH:11]=[C:10]([Cl:14])[CH:9]=1)=[O:4].[OH-].[Na+], predict the reaction product. The product is: [Cl:14][C:10]1[CH:9]=[C:8]([CH:6]2[CH2:7][CH:5]2[C:3]([OH:4])=[O:2])[CH:13]=[CH:12][CH:11]=1. (2) Given the reactants Br[C:2]1[CH:23]=[CH:22][C:5]2[C:6]3[N:7]([CH:11]=[C:12]([C:14]4[N:18]([CH:19]([CH3:21])[CH3:20])[N:17]=[CH:16][N:15]=4)[N:13]=3)[CH2:8][CH2:9][O:10][C:4]=2[CH:3]=1.[C:24](=[O:31])([O:26][C:27]([CH3:30])([CH3:29])[CH3:28])[NH2:25].C(=O)([O-])[O-].[Cs+].[Cs+].C1(P(C2C=CC=CC=2)C2C3OC4C(=CC=CC=4P(C4C=CC=CC=4)C4C=CC=CC=4)C(C)(C)C=3C=CC=2)C=CC=CC=1, predict the reaction product. The product is: [CH:19]([N:18]1[C:14]([C:12]2[N:13]=[C:6]3[C:5]4[CH:22]=[CH:23][C:2]([NH:25][C:24](=[O:31])[O:26][C:27]([CH3:30])([CH3:29])[CH3:28])=[CH:3][C:4]=4[O:10][CH2:9][CH2:8][N:7]3[CH:11]=2)=[N:15][CH:16]=[N:17]1)([CH3:21])[CH3:20]. (3) Given the reactants [C:1]([O:5][C:6]([C:8]1([CH2:12][NH:13][S:14]([C:17]2[CH:18]=[C:19]([CH:23]=[CH:24][CH:25]=2)[C:20](O)=[O:21])(=[O:16])=[O:15])[CH2:11][CH2:10][CH2:9]1)=[O:7])([CH3:4])([CH3:3])[CH3:2].CN1CCOCC1.CN(C(ON1N=NC2C=CC=NC1=2)=[N+](C)C)C.F[P-](F)(F)(F)(F)F.[NH:57]1[C:61]2([CH2:66][CH2:65][NH:64][CH2:63][CH2:62]2)[CH2:60][NH:59]/[C:58]/1=[N:67]\[C:68]([C:70]1[C:75]([NH2:76])=[N:74][C:73]([NH2:77])=[C:72]([Cl:78])[N:71]=1)=[O:69], predict the reaction product. The product is: [C:1]([O:5][C:6]([C:8]1([CH2:12][NH:13][S:14]([C:17]2[CH:25]=[CH:24][CH:23]=[C:19]([C:20]([N:64]3[CH2:65][CH2:66][C:61]4([NH:57]/[C:58](=[N:67]/[C:68]([C:70]5[C:75]([NH2:76])=[N:74][C:73]([NH2:77])=[C:72]([Cl:78])[N:71]=5)=[O:69])/[NH:59][CH2:60]4)[CH2:62][CH2:63]3)=[O:21])[CH:18]=2)(=[O:15])=[O:16])[CH2:9][CH2:10][CH2:11]1)=[O:7])([CH3:2])([CH3:4])[CH3:3]. (4) Given the reactants [H-].[Na+].[OH:3][CH2:4][C:5]1[CH:10]=[CH:9][CH:8]=[CH:7][C:6]=1[NH:11][C:12]([C:14]1[C:15]([C:20]([F:23])([F:22])[F:21])=[N:16][N:17]([CH3:19])[CH:18]=1)=[O:13].I[CH:25]([CH3:27])[CH3:26].O, predict the reaction product. The product is: [CH:25]([O:3][CH2:4][C:5]1[CH:10]=[CH:9][CH:8]=[CH:7][C:6]=1[NH:11][C:12]([C:14]1[C:15]([C:20]([F:23])([F:22])[F:21])=[N:16][N:17]([CH3:19])[CH:18]=1)=[O:13])([CH3:27])[CH3:26].